Dataset: Peptide-MHC class I binding affinity with 185,985 pairs from IEDB/IMGT. Task: Regression. Given a peptide amino acid sequence and an MHC pseudo amino acid sequence, predict their binding affinity value. This is MHC class I binding data. (1) The peptide sequence is LTDDMIAAY. The MHC is HLA-A24:02 with pseudo-sequence HLA-A24:02. The binding affinity (normalized) is 0. (2) The peptide sequence is DWMDRIEEF. The MHC is HLA-A02:16 with pseudo-sequence HLA-A02:16. The binding affinity (normalized) is 0.0847.